This data is from Peptide-MHC class I binding affinity with 185,985 pairs from IEDB/IMGT. The task is: Regression. Given a peptide amino acid sequence and an MHC pseudo amino acid sequence, predict their binding affinity value. This is MHC class I binding data. The peptide sequence is RRWIAPHPL. The MHC is HLA-A01:01 with pseudo-sequence HLA-A01:01. The binding affinity (normalized) is 0.0847.